Dataset: HIV replication inhibition screening data with 41,000+ compounds from the AIDS Antiviral Screen. Task: Binary Classification. Given a drug SMILES string, predict its activity (active/inactive) in a high-throughput screening assay against a specified biological target. The compound is CSc1nc(SC)c2nc(Nc3ccccc3)sc2n1. The result is 0 (inactive).